From a dataset of Reaction yield outcomes from USPTO patents with 853,638 reactions. Predict the reaction yield, written as a fraction of the theoretical maximum amount of product (1.0 means a 100% yield; for example, 0.34 means a 34% yield). The reactants are [NH2:1][C:2]1[CH:6]=[C:5]([C:7]([CH3:10])([CH3:9])[CH3:8])[Se:4][C:3]=1[C:11]([NH2:13])=[O:12].S(=O)(=O)(O)O.N.[CH:20](O)=O. No catalyst specified. The product is [C:7]([C:5]1[Se:4][C:3]2[C:11](=[O:12])[NH:13][CH:20]=[N:1][C:2]=2[CH:6]=1)([CH3:10])([CH3:8])[CH3:9]. The yield is 0.800.